From a dataset of Full USPTO retrosynthesis dataset with 1.9M reactions from patents (1976-2016). Predict the reactants needed to synthesize the given product. Given the product [CH2:60]([O:67][C:44](=[O:45])[NH:55][C:7]1[CH:6]=[CH:5][C:4]2[C:9](=[CH:10][CH:11]=[C:2]([OH:1])[C:3]=2[CH3:15])[CH:8]=1)[C:61]1[CH:66]=[CH:65][CH:64]=[CH:63][CH:62]=1, predict the reactants needed to synthesize it. The reactants are: [OH:1][C:2]1[C:3]([CH3:15])=[C:4]2[C:9](=[CH:10][CH:11]=1)[CH:8]=[C:7](C(O)=O)[CH:6]=[CH:5]2.C[C@H]1[C@]2(O)[C@H]3[C@](O)(CC(COC(C)=O)=C[C@H]2[C@@H]2C(C)(C)[C@]2(O[C:44](CC2C=CC=CC=2)=[O:45])C1)C(=O)C(C)=C3.CC[N:55](CC)CC.[CH2:60]([OH:67])[C:61]1[CH:66]=[CH:65][CH:64]=[CH:63][CH:62]=1.